The task is: Predict the product of the given reaction.. This data is from Forward reaction prediction with 1.9M reactions from USPTO patents (1976-2016). (1) Given the reactants Br[C:2]1[C:3]([OH:13])=[C:4]([CH:9]=[C:10]([F:12])[CH:11]=1)[C:5]([O:7][CH3:8])=[O:6].CN(C=O)C.C(=O)=O.[CH:22]#[C:23][CH2:24][CH3:25], predict the reaction product. The product is: [CH2:24]([C:23]1[O:13][C:3]2[C:4]([C:5]([O:7][CH3:8])=[O:6])=[CH:9][C:10]([F:12])=[CH:11][C:2]=2[CH:22]=1)[CH3:25]. (2) Given the reactants [H-].[Na+].[F:3][C:4]1[CH:9]=[CH:8][C:7]([C:10]2([C:14]3[C:23]4[C:18](=[CH:19][CH:20]=[C:21]([OH:24])[CH:22]=4)[CH2:17][CH2:16][N:15]=3)[CH2:13][CH2:12][CH2:11]2)=[CH:6][CH:5]=1.Br[CH2:26][CH2:27][NH:28][C:29](=[O:35])[O:30][C:31]([CH3:34])([CH3:33])[CH3:32], predict the reaction product. The product is: [C:31]([O:30][C:29](=[O:35])[NH:28][CH2:27][CH2:26][O:24][C:21]1[CH:22]=[C:23]2[C:18]([CH2:17][CH2:16][N:15]=[C:14]2[C:10]2([C:7]3[CH:6]=[CH:5][C:4]([F:3])=[CH:9][CH:8]=3)[CH2:13][CH2:12][CH2:11]2)=[CH:19][CH:20]=1)([CH3:34])([CH3:33])[CH3:32]. (3) The product is: [F:11][C:4]1[CH:5]=[C:6]([CH2:8][O:9][CH3:10])[CH:7]=[C:2]([F:1])[C:3]=1[C:22]1[N:27]=[C:26]([C:28]([O:30][CH3:31])=[O:29])[CH:25]=[CH:24][C:23]=1[F:32]. Given the reactants [F:1][C:2]1[CH:7]=[C:6]([CH2:8][O:9][CH3:10])[CH:5]=[C:4]([F:11])[C:3]=1B1OC(C)(C)C(C)(C)O1.Br[C:22]1[N:27]=[C:26]([C:28]([O:30][CH3:31])=[O:29])[CH:25]=[CH:24][C:23]=1[F:32].CCN(C(C)C)C(C)C, predict the reaction product. (4) Given the reactants COC1N=CC(C2[C@@]3(C)CC[C@H]4[C@H]([C@@H]3CC=2)CC=C2[C@]4(C)CCC(=O)N2C)=CC=1.O1CCN(C2N=CC(B(O)O)=CC=2)CC1.[CH3:45][N:46]1[C:55]2[C:50]([CH3:76])([CH:51]3[CH2:62][CH2:61][C:60]4([CH3:63])[CH:56]([CH2:57][CH:58]=[C:59]4[C:64]4[CH:65]=[N:66][C:67]([N:70]5[CH2:75][CH2:74][O:73][CH2:72][CH2:71]5)=[CH:68][CH:69]=4)[CH:52]3[CH2:53][CH:54]=2)[CH2:49][CH2:48][C:47]1=[O:77], predict the reaction product. The product is: [CH3:45][N:46]1[C:55]2[C@@:50]([CH3:76])([C@H:51]3[CH2:62][CH2:61][C@@:60]4([CH3:63])[C@@H:56]([CH2:57][CH:58]=[C:59]4[C:64]4[CH:65]=[N:66][C:67]([N:70]5[CH2:75][CH2:74][O:73][CH2:72][CH2:71]5)=[CH:68][CH:69]=4)[C@@H:52]3[CH2:53][CH:54]=2)[CH2:49][CH2:48][C:47]1=[O:77]. (5) Given the reactants [F:1][C:2]1[CH:3]=[C:4]([C@H:10]2[CH2:14][CH2:13][CH2:12][N:11]2[C:15]2[CH:20]=[CH:19][N:18]3[N:21]=[CH:22][C:23]([C:24](O)=[O:25])=[C:17]3[N:16]=2)[C:5]([O:8][CH3:9])=[N:6][CH:7]=1.C(N(CC)CC)C.ClC1C=C(Cl)C=C(Cl)C=1C(Cl)=O.[CH3:46][C:47]1[CH:51]=[C:50]([NH2:52])[NH:49][N:48]=1, predict the reaction product. The product is: [F:1][C:2]1[CH:3]=[C:4]([C@H:10]2[CH2:14][CH2:13][CH2:12][N:11]2[C:15]2[CH:20]=[CH:19][N:18]3[N:21]=[CH:22][C:23]([C:24]([NH:52][C:50]4[NH:49][N:48]=[C:47]([CH3:46])[CH:51]=4)=[O:25])=[C:17]3[N:16]=2)[C:5]([O:8][CH3:9])=[N:6][CH:7]=1. (6) Given the reactants [NH2:1][C:2]1[CH:10]=[CH:9][CH:8]=[C:7]([S:11]([CH2:14][CH3:15])(=[O:13])=[O:12])[C:3]=1[C:4]([NH2:6])=O.O, predict the reaction product. The product is: [NH2:6][CH2:4][C:3]1[C:7]([S:11]([CH2:14][CH3:15])(=[O:12])=[O:13])=[CH:8][CH:9]=[CH:10][C:2]=1[NH2:1]. (7) Given the reactants [S:1]([CH2:10][CH2:11][NH:12][C:13](=[O:16])[CH2:14]Cl)[S:2][CH2:3][CH2:4][NH:5][C:6](=[O:9])[CH2:7][Cl:8].[N:17]1[CH:22]=[CH:21][C:20]([CH3:23])=[CH:19][CH:18]=1, predict the reaction product. The product is: [Cl-:8].[Cl-:8].[S:1]([CH2:10][CH2:11][NH:12][C:13](=[O:16])[CH2:14][N+:17]1[CH:22]=[CH:21][C:20]([CH3:23])=[CH:19][CH:18]=1)[S:2][CH2:3][CH2:4][NH:5][C:6](=[O:9])[CH2:7][N+:17]1[CH:22]=[CH:21][C:20]([CH3:23])=[CH:19][CH:18]=1. (8) Given the reactants [Br:1][C:2]1[CH:12]=[CH:11][C:10]2[C:13]3[C:3]=1[CH2:4][C:5](=[O:14])[C:6]=3[CH:7]=[CH:8][CH:9]=2.[BH4-].[Na+].[Cl-].[NH4+], predict the reaction product. The product is: [Br:1][C:2]1[CH:12]=[CH:11][C:10]2[C:13]3[C:3]=1[CH2:4][CH:5]([OH:14])[C:6]=3[CH:7]=[CH:8][CH:9]=2.